This data is from Catalyst prediction with 721,799 reactions and 888 catalyst types from USPTO. The task is: Predict which catalyst facilitates the given reaction. (1) Reactant: [C:1]([O:5][C@@H:6]([C:12]1[C:13]([CH3:36])=[N:14][C:15]2[N:16]([N:19]=[C:20]([C:22](=[O:35])[NH:23][CH2:24][C:25](=[O:34])[CH2:26][C:27]3[CH:32]=[CH:31][C:30]([F:33])=[CH:29][CH:28]=3)[CH:21]=2)[C:17]=1I)[C:7]([O:9][CH2:10][CH3:11])=[O:8])([CH3:4])([CH3:3])[CH3:2].[CH3:37][C:38]1([CH2:44][OH:45])[CH2:43][CH2:42][NH:41][CH2:40][CH2:39]1.Cl.CCN(C(C)C)C(C)C. Product: [C:1]([O:5][C@@H:6]([C:12]1[C:13]([CH3:36])=[N:14][C:15]2[N:16]([N:19]=[C:20]([C:22](=[O:35])[NH:23][CH2:24][C:25](=[O:34])[CH2:26][C:27]3[CH:32]=[CH:31][C:30]([F:33])=[CH:29][CH:28]=3)[CH:21]=2)[C:17]=1[N:41]1[CH2:42][CH2:43][C:38]([CH2:44][OH:45])([CH3:37])[CH2:39][CH2:40]1)[C:7]([O:9][CH2:10][CH3:11])=[O:8])([CH3:4])([CH3:3])[CH3:2]. The catalyst class is: 179. (2) Reactant: [CH2:1]([O:4][C:5](=[O:61])[C:6]1[CH:11]=[CH:10][C:9]([NH:12][C:13](=[O:54])[C:14]2[CH:19]=[CH:18][C:17]([NH:20][C:21](=[O:47])[C:22]3[CH:27]=[CH:26][C:25]([NH:28][C:29](=[O:46])[C@@H:30]([NH:34][C:35](=[O:45])[C:36]4[CH:41]=[CH:40][C:39]([N+:42]([O-])=O)=[CH:38][N:37]=4)[CH2:31][C:32]#[N:33])=[CH:24][CH:23]=3)=[C:16]([O:48][CH3:49])[C:15]=2[O:50][CH2:51][CH:52]=[CH2:53])=[C:8]([O:55][CH3:56])[C:7]=1[O:57][CH2:58][CH:59]=[CH2:60])[CH:2]=[CH2:3].Cl[Sn]Cl.O. Product: [CH2:58]([O:57][C:7]1[C:8]([O:55][CH3:56])=[C:9]([NH:12][C:13](=[O:54])[C:14]2[CH:19]=[CH:18][C:17]([NH:20][C:21](=[O:47])[C:22]3[CH:27]=[CH:26][C:25]([NH:28][C:29](=[O:46])[C@@H:30]([NH:34][C:35]([C:36]4[CH:41]=[CH:40][C:39]([NH2:42])=[CH:38][N:37]=4)=[O:45])[CH2:31][C:32]#[N:33])=[CH:24][CH:23]=3)=[C:16]([O:48][CH3:49])[C:15]=2[O:50][CH2:51][CH:52]=[CH2:53])[CH:10]=[CH:11][C:6]=1[C:5]([O:4][CH2:1][CH:2]=[CH2:3])=[O:61])[CH:59]=[CH2:60]. The catalyst class is: 14. (3) Reactant: [Si:1]([O:18][C@H:19]1[C:24](=[CH2:25])[C@H:23](O)[CH2:22]/[C:21](=[CH:27]/[C:28]([O:30][CH3:31])=[O:29])/[CH2:20]1)([C:14]([CH3:17])([CH3:16])[CH3:15])([C:8]1[CH:13]=[CH:12][CH:11]=[CH:10][CH:9]=1)[C:2]1[CH:7]=[CH:6][CH:5]=[CH:4][CH:3]=1.C(N(S(F)(F)[F:38])CC)C. Product: [Si:1]([O:18][C@H:19]1[C:24](=[CH2:25])[C@@H:23]([F:38])[CH2:22]/[C:21](=[CH:27]/[C:28]([O:30][CH3:31])=[O:29])/[CH2:20]1)([C:14]([CH3:17])([CH3:16])[CH3:15])([C:8]1[CH:13]=[CH:12][CH:11]=[CH:10][CH:9]=1)[C:2]1[CH:7]=[CH:6][CH:5]=[CH:4][CH:3]=1. The catalyst class is: 4. (4) Reactant: FC(F)(F)S(O[C:7]1[CH:12]=[CH:11][C:10]([CH:13]=[O:14])=[C:9]([Cl:15])[C:8]=1[Cl:16])(=O)=O.[C:19]1(B(O)O)[C:28]2[C:23](=[CH:24][CH:25]=[CH:26][CH:27]=2)[CH:22]=[CH:21][CH:20]=1.C([O-])([O-])=O.[Na+].[Na+]. Product: [Cl:15][C:9]1[C:8]([Cl:16])=[C:7]([C:27]2[C:28]3[C:23](=[CH:22][CH:21]=[CH:20][CH:19]=3)[CH:24]=[CH:25][CH:26]=2)[CH:12]=[CH:11][C:10]=1[CH:13]=[O:14]. The catalyst class is: 109. (5) Reactant: [O:1]=[C:2]1[CH2:6][CH2:5][N:4]([C:7]([O:9][C:10]([CH3:13])([CH3:12])[CH3:11])=[O:8])[CH2:3]1.CO[CH:16](OC)[N:17]([CH3:19])[CH3:18]. Product: [C:10]([O:9][C:7]([N:4]1[CH2:3][C:2](=[O:1])[C:6](=[CH:16][N:17]([CH3:19])[CH3:18])[CH2:5]1)=[O:8])([CH3:13])([CH3:12])[CH3:11]. The catalyst class is: 12. (6) Reactant: [Br:1][C:2]1[CH:3]=[C:4]([CH:16]=[C:17]([CH:19]=[C:20]2[CH2:25][CH2:24][NH:23][CH2:22][CH2:21]2)[CH:18]=1)[O:5][C:6]1[CH:11]=[CH:10][C:9]([C:12]([F:15])([F:14])[F:13])=[CH:8][N:7]=1.[N:26]1[CH:31]=[CH:30][CH:29]=[C:28]([NH:32][C:33](=O)[O:34]C2C=CC=CC=2)[N:27]=1.C(N(CC)CC)C. Product: [Br:1][C:2]1[CH:18]=[C:17]([CH:16]=[C:4]([O:5][C:6]2[CH:11]=[CH:10][C:9]([C:12]([F:15])([F:14])[F:13])=[CH:8][N:7]=2)[CH:3]=1)[CH:19]=[C:20]1[CH2:25][CH2:24][N:23]([C:33]([NH:32][C:28]2[N:27]=[N:26][CH:31]=[CH:30][CH:29]=2)=[O:34])[CH2:22][CH2:21]1. The catalyst class is: 58.